Task: Regression. Given two drug SMILES strings and cell line genomic features, predict the synergy score measuring deviation from expected non-interaction effect.. Dataset: NCI-60 drug combinations with 297,098 pairs across 59 cell lines Drug 1: CCC1=CC2CC(C3=C(CN(C2)C1)C4=CC=CC=C4N3)(C5=C(C=C6C(=C5)C78CCN9C7C(C=CC9)(C(C(C8N6C)(C(=O)OC)O)OC(=O)C)CC)OC)C(=O)OC. Drug 2: C1CC(CCC1OC2=C(C(=CC=C2)Cl)F)(CC3=NC(=CC=C3)NC4=NC=CS4)C(=O)O. Cell line: OVCAR3. Synergy scores: CSS=26.1, Synergy_ZIP=-3.60, Synergy_Bliss=-6.09, Synergy_Loewe=-8.94, Synergy_HSA=-6.04.